This data is from NCI-60 drug combinations with 297,098 pairs across 59 cell lines. The task is: Regression. Given two drug SMILES strings and cell line genomic features, predict the synergy score measuring deviation from expected non-interaction effect. (1) Drug 1: CC1C(C(CC(O1)OC2CC(CC3=C2C(=C4C(=C3O)C(=O)C5=C(C4=O)C(=CC=C5)OC)O)(C(=O)C)O)N)O.Cl. Drug 2: CC1=C(C=C(C=C1)NC(=O)C2=CC=C(C=C2)CN3CCN(CC3)C)NC4=NC=CC(=N4)C5=CN=CC=C5. Cell line: A549. Synergy scores: CSS=19.5, Synergy_ZIP=6.35, Synergy_Bliss=9.53, Synergy_Loewe=-27.7, Synergy_HSA=6.99. (2) Drug 1: CC1=CC=C(C=C1)C2=CC(=NN2C3=CC=C(C=C3)S(=O)(=O)N)C(F)(F)F. Drug 2: CC1=C2C(C(=O)C3(C(CC4C(C3C(C(C2(C)C)(CC1OC(=O)C(C(C5=CC=CC=C5)NC(=O)C6=CC=CC=C6)O)O)OC(=O)C7=CC=CC=C7)(CO4)OC(=O)C)O)C)OC(=O)C. Cell line: CCRF-CEM. Synergy scores: CSS=44.1, Synergy_ZIP=9.71, Synergy_Bliss=12.9, Synergy_Loewe=-17.3, Synergy_HSA=10.1. (3) Drug 1: CC(CN1CC(=O)NC(=O)C1)N2CC(=O)NC(=O)C2. Drug 2: C1C(C(OC1N2C=NC3=C2NC=NCC3O)CO)O. Cell line: RXF 393. Synergy scores: CSS=8.75, Synergy_ZIP=-5.80, Synergy_Bliss=-4.81, Synergy_Loewe=-2.36, Synergy_HSA=-1.98. (4) Drug 1: CC12CCC3C(C1CCC2=O)CC(=C)C4=CC(=O)C=CC34C. Drug 2: CN(CCCl)CCCl.Cl. Cell line: MDA-MB-231. Synergy scores: CSS=61.8, Synergy_ZIP=-0.267, Synergy_Bliss=1.36, Synergy_Loewe=-2.52, Synergy_HSA=0.253. (5) Drug 1: C(=O)(N)NO. Drug 2: C1CN(P(=O)(OC1)NCCCl)CCCl. Cell line: NCI/ADR-RES. Synergy scores: CSS=-0.664, Synergy_ZIP=0.272, Synergy_Bliss=-1.22, Synergy_Loewe=-1.25, Synergy_HSA=-5.89. (6) Drug 1: CC1=C(C(CCC1)(C)C)C=CC(=CC=CC(=CC(=O)O)C)C. Drug 2: C1=CN(C=N1)CC(O)(P(=O)(O)O)P(=O)(O)O. Cell line: NCI-H522. Synergy scores: CSS=1.18, Synergy_ZIP=-1.02, Synergy_Bliss=0.569, Synergy_Loewe=0.827, Synergy_HSA=0.859. (7) Drug 1: C1=C(C(=O)NC(=O)N1)N(CCCl)CCCl. Drug 2: C1=CC=C(C=C1)NC(=O)CCCCCCC(=O)NO. Cell line: PC-3. Synergy scores: CSS=28.7, Synergy_ZIP=-0.199, Synergy_Bliss=3.29, Synergy_Loewe=1.60, Synergy_HSA=6.82.